Dataset: Forward reaction prediction with 1.9M reactions from USPTO patents (1976-2016). Task: Predict the product of the given reaction. (1) Given the reactants [Cl:1][C:2]1[C:7]2[CH:8]=[CH:9][N:10]=[CH:11][C:6]=2[C:5](Cl)=[N:4][N:3]=1.[F:13][C:14]([F:23])([F:22])[C:15]1[CH:16]=[C:17]([CH:19]=[CH:20][CH:21]=1)[NH2:18].CN1CCCC1=O, predict the reaction product. The product is: [Cl:1][C:2]1[C:7]2[CH:8]=[CH:9][N:10]=[CH:11][C:6]=2[C:5]([NH:18][C:17]2[CH:19]=[CH:20][CH:21]=[C:15]([C:14]([F:13])([F:22])[F:23])[CH:16]=2)=[N:4][N:3]=1. (2) Given the reactants [Cl:1][C:2]1[CH:3]=[C:4]([C@@:9]([NH:23][CH3:24])([CH2:20][CH:21]=[CH2:22])[CH2:10][N:11]([CH3:19])[C:12](=[O:18])[CH2:13][C:14]([F:17])([F:16])[F:15])[CH:5]=[CH:6][C:7]=1[Cl:8].C(N(CC)C(C)C)(C)C.[C:34](Cl)(=[O:38])[C:35](Cl)=[O:36].[CH2:40]([NH:42][C:43]1[CH:48]=[CH:47][CH:46]=[CH:45][CH:44]=1)[CH3:41], predict the reaction product. The product is: [F:15][C:14]([F:16])([F:17])[CH2:13][C:12]([N:11]([CH2:10][C@@:9]([N:23]([CH3:24])[C:34](=[O:38])[C:35]([N:42]([CH2:40][CH3:41])[C:43]1[CH:48]=[CH:47][CH:46]=[CH:45][CH:44]=1)=[O:36])([C:4]1[CH:5]=[CH:6][C:7]([Cl:8])=[C:2]([Cl:1])[CH:3]=1)[CH2:20][CH:21]=[CH2:22])[CH3:19])=[O:18]. (3) Given the reactants [Si:1](Cl)([C:4]([CH3:7])([CH3:6])[CH3:5])([CH3:3])[CH3:2].[Cl:9][C:10]1[N:11]=[C:12]([CH:15]([C:21]2[NH:22][C:23]([C:34]3[CH:39]=[CH:38][CH:37]=[C:36]([F:40])[CH:35]=3)=[C:24]3[C:29](=[O:30])[N:28]([CH3:31])[C:27](=[O:32])[N:26]([CH3:33])[C:25]=23)[CH2:16][CH:17]([OH:20])[CH2:18][OH:19])[S:13][CH:14]=1.N1C=CN=C1, predict the reaction product. The product is: [Si:1]([O:19][CH2:18][CH:17]([OH:20])[CH2:16][CH:15]([C:21]1[NH:22][C:23]([C:34]2[CH:39]=[CH:38][CH:37]=[C:36]([F:40])[CH:35]=2)=[C:24]2[C:29](=[O:30])[N:28]([CH3:31])[C:27](=[O:32])[N:26]([CH3:33])[C:25]=12)[C:12]1[S:13][CH:14]=[C:10]([Cl:9])[N:11]=1)([C:4]([CH3:7])([CH3:6])[CH3:5])([CH3:3])[CH3:2]. (4) Given the reactants [Cl:1][C:2]1[CH:3]=[CH:4][C:5]2[O:10][CH:9]([CH:11]([CH3:13])[CH3:12])[CH2:8][NH:7][C:6]=2[CH:14]=1.C(N(CC)CC)C.[CH2:22]([O:24][C:25](=[O:31])/[CH:26]=[CH:27]/[C:28](Cl)=[O:29])[CH3:23].O, predict the reaction product. The product is: [CH2:22]([O:24][C:25](=[O:31])/[CH:26]=[CH:27]/[C:28]([N:7]1[C:6]2[CH:14]=[C:2]([Cl:1])[CH:3]=[CH:4][C:5]=2[O:10][CH:9]([CH:11]([CH3:12])[CH3:13])[CH2:8]1)=[O:29])[CH3:23]. (5) Given the reactants [N:1]1([C:8]([O:10][C:11]([CH3:14])([CH3:13])[CH3:12])=[O:9])[CH2:7][CH2:6][CH2:5][NH:4][CH2:3][CH2:2]1.Br[C:16]1[CH:21]=[CH:20][CH:19]=[CH:18][N:17]=1, predict the reaction product. The product is: [N:17]1[CH:18]=[CH:19][CH:20]=[CH:21][C:16]=1[N:4]1[CH2:5][CH2:6][CH2:7][N:1]([C:8]([O:10][C:11]([CH3:14])([CH3:13])[CH3:12])=[O:9])[CH2:2][CH2:3]1. (6) Given the reactants [CH3:1][O:2][C:3]1[CH:4]=[C:5]2[C:10](=[CH:11][CH:12]=1)[C:9](=O)[NH:8][C:7]([CH3:14])=[CH:6]2.P(Cl)(Cl)([Cl:17])=O, predict the reaction product. The product is: [Cl:17][C:9]1[C:10]2[C:5](=[CH:4][C:3]([O:2][CH3:1])=[CH:12][CH:11]=2)[CH:6]=[C:7]([CH3:14])[N:8]=1. (7) Given the reactants [CH:1]1[C:6]2=[C:7]3[C:15](=[CH:16][CH:17]=[C:5]2[CH:4]=[N:3][CH:2]=1)[C:14]1[C:13](=[O:18])[NH:12][CH2:11][CH2:10][C:9]=1[NH:8]3.[F:19][C:20]([F:31])([F:30])[CH2:21]OS(C(F)(F)F)(=O)=O.C(=O)([O-])[O-].[K+].[K+].C1OCCOCCOCCOCCOCCOC1.Cl, predict the reaction product. The product is: [F:19][C:20]([F:31])([F:30])[CH2:21][N:8]1[C:7]2[C:15](=[CH:16][CH:17]=[C:5]3[CH:4]=[N:3][CH:2]=[CH:1][C:6]3=2)[C:14]2[C:13](=[O:18])[NH:12][CH2:11][CH2:10][C:9]1=2.